Dataset: NCI-60 drug combinations with 297,098 pairs across 59 cell lines. Task: Regression. Given two drug SMILES strings and cell line genomic features, predict the synergy score measuring deviation from expected non-interaction effect. (1) Drug 1: CC12CCC3C(C1CCC2=O)CC(=C)C4=CC(=O)C=CC34C. Drug 2: CC1=C(C=C(C=C1)C(=O)NC2=CC(=CC(=C2)C(F)(F)F)N3C=C(N=C3)C)NC4=NC=CC(=N4)C5=CN=CC=C5. Cell line: MALME-3M. Synergy scores: CSS=53.5, Synergy_ZIP=2.87, Synergy_Bliss=7.42, Synergy_Loewe=5.02, Synergy_HSA=5.63. (2) Drug 1: CC1=C(N=C(N=C1N)C(CC(=O)N)NCC(C(=O)N)N)C(=O)NC(C(C2=CN=CN2)OC3C(C(C(C(O3)CO)O)O)OC4C(C(C(C(O4)CO)O)OC(=O)N)O)C(=O)NC(C)C(C(C)C(=O)NC(C(C)O)C(=O)NCCC5=NC(=CS5)C6=NC(=CS6)C(=O)NCCC[S+](C)C)O. Drug 2: CC(C)(C#N)C1=CC(=CC(=C1)CN2C=NC=N2)C(C)(C)C#N. Cell line: HCC-2998. Synergy scores: CSS=15.5, Synergy_ZIP=-5.44, Synergy_Bliss=-2.14, Synergy_Loewe=-1.80, Synergy_HSA=-0.0413.